From a dataset of Full USPTO retrosynthesis dataset with 1.9M reactions from patents (1976-2016). Predict the reactants needed to synthesize the given product. (1) Given the product [O:15]=[C:14]1[C:8]2=[CH:7][C:6]3[CH:5]=[C:4]([C:16]#[N:17])[CH:3]=[C:2]([C:22]4[CH:23]=[N:18][CH:19]=[N:20][CH:21]=4)[C:10]=3[N:9]2[CH2:11][CH2:12][NH:13]1, predict the reactants needed to synthesize it. The reactants are: Br[C:2]1[C:10]2[N:9]3[CH2:11][CH2:12][NH:13][C:14](=[O:15])[C:8]3=[CH:7][C:6]=2[CH:5]=[C:4]([C:16]#[N:17])[CH:3]=1.[N:18]1[CH:23]=[C:22](B(O)O)[CH:21]=[N:20][CH:19]=1. (2) Given the product [CH2:12]([C:3]1([C:7]([O:9][CH2:10][CH3:11])=[O:8])[CH2:4][CH2:5][CH2:6][CH:2]1[O:1][C:22](=[O:23])[C:21]1[CH:25]=[CH:26][CH:27]=[C:19]([CH3:18])[CH:20]=1)[CH2:13][CH3:14], predict the reactants needed to synthesize it. The reactants are: [OH:1][CH:2]1[CH2:6][CH2:5][CH2:4][C:3]1([CH2:12][CH2:13][CH3:14])[C:7]([O:9][CH2:10][CH3:11])=[O:8].C(Cl)Cl.[CH3:18][C:19]1[CH:20]=[C:21]([CH:25]=[CH:26][CH:27]=1)[C:22](Cl)=[O:23]. (3) The reactants are: [CH3:1][O:2][CH2:3][C:4]12[C:10]3([CH2:12][CH2:11]3)[CH:7]([CH2:8][CH2:9]1)[CH2:6][C:5]2=[O:13].[Li+].CC([N-]C(C)C)C.[P:22](Cl)([O:27][CH2:28][CH3:29])([O:24][CH2:25][CH3:26])=[O:23]. Given the product [CH3:1][O:2][CH2:3][C:4]12[C:10]3([CH2:12][CH2:11]3)[CH:7]([CH2:8][CH2:9]1)[CH:6]([P:22](=[O:23])([O:27][CH2:28][CH3:29])[O:24][CH2:25][CH3:26])[C:5]2=[O:13], predict the reactants needed to synthesize it. (4) Given the product [N+:1]([C:4]1[CH:24]=[CH:23][C:7]([CH2:8][O:9][C:10]([N:12]2[CH2:17][CH2:16][N:15]3[N:18]=[C:19]([CH:21]([O:22][C:50](=[O:52])[CH3:51])[C:42]4([Br:46])[C:41](=[O:47])[N:40]5[C@@H:43]4[S:44][CH:45]=[C:39]5[C:37]([O:36][CH2:35][C:34]4[CH:48]=[CH:49][C:31]([N+:28]([O-:30])=[O:29])=[CH:32][CH:33]=4)=[O:38])[CH:20]=[C:14]3[CH2:13]2)=[O:11])=[CH:6][CH:5]=1)([O-:3])=[O:2], predict the reactants needed to synthesize it. The reactants are: [N+:1]([C:4]1[CH:24]=[CH:23][C:7]([CH2:8][O:9][C:10]([N:12]2[CH2:17][CH2:16][N:15]3[N:18]=[C:19]([CH:21]=[O:22])[CH:20]=[C:14]3[CH2:13]2)=[O:11])=[CH:6][CH:5]=1)([O-:3])=[O:2].[Mg+2].[Br-].[Br-].[N+:28]([C:31]1[CH:49]=[CH:48][C:34]([CH2:35][O:36][C:37]([C:39]2[N:40]3[C@H:43]([S:44][CH:45]=2)[C@@H:42]([Br:46])[C:41]3=[O:47])=[O:38])=[CH:33][CH:32]=1)([O-:30])=[O:29].[C:50](OC(=O)C)(=[O:52])[CH3:51]. (5) Given the product [CH3:1][N:2]([CH3:12])[C:3]1[CH:11]=[CH:10][C:6]([C:7]2[S:8][C:14]3[C:18](=[O:19])[CH2:17][CH2:16][C:15]=3[N:9]=2)=[CH:5][CH:4]=1, predict the reactants needed to synthesize it. The reactants are: [CH3:1][N:2]([CH3:12])[C:3]1[CH:11]=[CH:10][C:6]([C:7]([NH2:9])=[S:8])=[CH:5][CH:4]=1.Br[C:14]1[C:15](=O)[CH2:16][CH2:17][C:18]=1[OH:19]. (6) The reactants are: C(O[CH2:5][C:6]1[S:10][C:9]([NH:11][C:12]([C:14]2[N:15]=[CH:16][C:17]([N:20]3[CH2:25][CH2:24][CH:23]([C:26]([O:28]CC)=[O:27])[CH2:22][CH2:21]3)=[N:18][CH:19]=2)=[O:13])=[N:8][C:7]=1[C:31]1[CH:36]=[C:35]([C:37]([F:40])([F:39])[F:38])[CH:34]=[C:33]([O:41][CH3:42])[CH:32]=1)(=O)C.CN(C)C=O.[ClH:48].[CH3:49][C@@H:50]1[CH2:55][CH2:54][CH2:53][CH2:52][NH:51]1.C(N(C(C)C)CC)(C)C. Given the product [ClH:48].[ClH:48].[CH3:42][O:41][C:33]1[CH:32]=[C:31]([C:7]2[N:8]=[C:9]([NH:11][C:12]([C:14]3[N:15]=[CH:16][C:17]([N:20]4[CH2:21][CH2:22][CH:23]([C:26]([OH:28])=[O:27])[CH2:24][CH2:25]4)=[N:18][CH:19]=3)=[O:13])[S:10][C:6]=2[CH2:5][N:51]2[CH2:52][CH2:53][CH2:54][CH2:55][C@H:50]2[CH3:49])[CH:36]=[C:35]([C:37]([F:40])([F:39])[F:38])[CH:34]=1, predict the reactants needed to synthesize it. (7) Given the product [Br:1][C:2]1[CH:3]=[C:4]([CH:7]=[CH:8][C:9]=1[O:17][C:11]1[CH:16]=[CH:15][CH:14]=[CH:13][CH:12]=1)[C:5]#[N:6], predict the reactants needed to synthesize it. The reactants are: [Br:1][C:2]1[CH:3]=[C:4]([CH:7]=[CH:8][C:9]=1F)[C:5]#[N:6].[C:11]1([OH:17])[CH:16]=[CH:15][CH:14]=[CH:13][CH:12]=1.C(=O)([O-])[O-].[K+].[K+]. (8) Given the product [Cl:1][C:2]1[CH:9]=[C:8]([N:10]([CH2:11][CH:12]2[CH2:14][CH2:13]2)[CH:16]([CH2:24][CH3:25])[C:17]([O:19][C:20]([CH3:23])([CH3:22])[CH3:21])=[O:18])[CH:7]=[CH:6][C:3]=1[C:4]#[N:5], predict the reactants needed to synthesize it. The reactants are: [Cl:1][C:2]1[CH:9]=[C:8]([NH:10][CH2:11][CH:12]2[CH2:14][CH2:13]2)[CH:7]=[CH:6][C:3]=1[C:4]#[N:5].Br[CH:16]([CH2:24][CH3:25])[C:17]([O:19][C:20]([CH3:23])([CH3:22])[CH3:21])=[O:18]. (9) Given the product [N:14]1[CH:13]=[C:12]([C:10]2[C:9]3[CH2:8][CH2:7][CH2:6][CH2:5][C:4]=3[N:3]=[C:2]([O:18][CH2:19][C:20]3[N:25]=[CH:24][C:23]([C:26]#[N:27])=[CH:22][CH:21]=3)[CH:11]=2)[CH:17]=[N:16][CH:15]=1, predict the reactants needed to synthesize it. The reactants are: Cl[C:2]1[CH:11]=[C:10]([C:12]2[CH:13]=[N:14][CH:15]=[N:16][CH:17]=2)[C:9]2[CH2:8][CH2:7][CH2:6][CH2:5][C:4]=2[N:3]=1.[OH:18][CH2:19][C:20]1[N:25]=[CH:24][C:23]([C:26]#[N:27])=[CH:22][CH:21]=1.O(C(C)(C)C)[Na]. (10) Given the product [NH2:20][C:18]1[N:19]=[C:14]([C:7]2[CH:8]=[C:3]([CH:4]=[CH:5][C:6]=2[CH3:12])[C:1]#[N:2])[CH:15]=[C:16]([NH:21][CH3:22])[N:17]=1, predict the reactants needed to synthesize it. The reactants are: [C:1]([C:3]1[CH:4]=[CH:5][C:6]([CH3:12])=[C:7](B(O)O)[CH:8]=1)#[N:2].I[C:14]1[N:19]=[C:18]([NH2:20])[N:17]=[C:16]([NH:21][CH3:22])[CH:15]=1.